Task: Predict the reactants needed to synthesize the given product.. Dataset: Full USPTO retrosynthesis dataset with 1.9M reactions from patents (1976-2016) (1) The reactants are: [NH2:1][C:2]1[C:3]([F:22])=[CH:4][C:5]([Cl:21])=[C:6]([C:8]2[C:9](=[O:20])[N:10]([CH3:19])[C:11]3[C:16]([CH:17]=2)=[CH:15][N:14]=[C:13](Cl)[CH:12]=3)[CH:7]=1.COC1C=CC(CNC)=CC=1. Given the product [NH2:1][C:2]1[C:3]([F:22])=[CH:4][C:5]([Cl:21])=[C:6]([C:8]2[C:9](=[O:20])[N:10]([CH3:19])[C:11]3[C:16]([CH:17]=2)=[CH:15][N:14]=[CH:13][CH:12]=3)[CH:7]=1, predict the reactants needed to synthesize it. (2) The reactants are: Br[CH2:2][CH2:3][CH2:4][C:5]([NH:7][C:8]1[S:9][C:10]([C:14]([NH:16][CH2:17][C:18]2[CH:23]=[CH:22][C:21]([F:24])=[CH:20][CH:19]=2)=[O:15])=[C:11]([CH3:13])[N:12]=1)=[O:6].C(NC(C1SC(NC(=O)CCCBr)=NC=1C)=O)C1C=CC=CC=1. Given the product [F:24][C:21]1[CH:22]=[CH:23][C:18]([CH2:17][NH:16][C:14]([C:10]2[S:9][C:8]([N:7]3[CH2:2][CH2:3][CH2:4][C:5]3=[O:6])=[N:12][C:11]=2[CH3:13])=[O:15])=[CH:19][CH:20]=1, predict the reactants needed to synthesize it.